This data is from Full USPTO retrosynthesis dataset with 1.9M reactions from patents (1976-2016). The task is: Predict the reactants needed to synthesize the given product. (1) Given the product [I:45][C:46]1[CH:51]=[CH:50][C:49]([O:44][CH:22]([CH2:21][O:20][C:1]([C:14]2[CH:19]=[CH:18][CH:17]=[CH:16][CH:15]=2)([C:8]2[CH:9]=[CH:10][CH:11]=[CH:12][CH:13]=2)[C:2]2[CH:7]=[CH:6][CH:5]=[CH:4][CH:3]=2)[CH2:23][O:24][C:25]([C:38]2[CH:43]=[CH:42][CH:41]=[CH:40][CH:39]=2)([C:26]2[CH:27]=[CH:28][CH:29]=[CH:30][CH:31]=2)[C:32]2[CH:33]=[CH:34][CH:35]=[CH:36][CH:37]=2)=[CH:48][CH:47]=1, predict the reactants needed to synthesize it. The reactants are: [C:1]([O:20][CH2:21][CH:22]([OH:44])[CH2:23][O:24][C:25]([C:38]1[CH:43]=[CH:42][CH:41]=[CH:40][CH:39]=1)([C:32]1[CH:37]=[CH:36][CH:35]=[CH:34][CH:33]=1)[C:26]1[CH:31]=[CH:30][CH:29]=[CH:28][CH:27]=1)([C:14]1[CH:19]=[CH:18][CH:17]=[CH:16][CH:15]=1)([C:8]1[CH:13]=[CH:12][CH:11]=[CH:10][CH:9]=1)[C:2]1[CH:7]=[CH:6][CH:5]=[CH:4][CH:3]=1.[I:45][C:46]1[CH:51]=[CH:50][C:49](O)=[CH:48][CH:47]=1.C1(P(C2C=CC=CC=2)C2C=CC=CC=2)C=CC=CC=1.N(C(OC(C)C)=O)=NC(OC(C)C)=O. (2) Given the product [F:30][C:27]1[CH:28]=[CH:29][C:24]([C:9]2[C:10]3[C:15]([N:16]4[CH2:17][CH2:18][N:19]([CH3:22])[CH2:20][CH2:21]4)=[N:14][CH:13]=[N:12][C:11]=3[O:23][C:8]=2[C:5]2[CH:4]=[CH:3][C:2]([NH:32][CH3:31])=[CH:7][CH:6]=2)=[CH:25][CH:26]=1, predict the reactants needed to synthesize it. The reactants are: Br[C:2]1[CH:7]=[CH:6][C:5]([C:8]2[O:23][C:11]3[N:12]=[CH:13][N:14]=[C:15]([N:16]4[CH2:21][CH2:20][N:19]([CH3:22])[CH2:18][CH2:17]4)[C:10]=3[C:9]=2[C:24]2[CH:29]=[CH:28][C:27]([F:30])=[CH:26][CH:25]=2)=[CH:4][CH:3]=1.[CH3:31][NH:32]C=O. (3) Given the product [CH:1]1([CH2:4][O:5][C:6]2[CH:11]=[C:10]([F:12])[CH:9]=[CH:8][C:7]=2[C:13]2[C:14]3[N:21]([CH2:22][O:23][CH2:24][CH2:25][Si:26]([CH3:29])([CH3:28])[CH3:27])[C:20]([CH3:30])=[C:19]([C:31]([NH:34][C@H:35]4[C@H:39]([OH:40])[CH2:38][N:37]([C:41]([O:43][C:44]([CH3:47])([CH3:46])[CH3:45])=[O:42])[CH2:36]4)=[O:33])[C:15]=3[N:16]=[CH:17][N:18]=2)[CH2:2][CH2:3]1, predict the reactants needed to synthesize it. The reactants are: [CH:1]1([CH2:4][O:5][C:6]2[CH:11]=[C:10]([F:12])[CH:9]=[CH:8][C:7]=2[C:13]2[C:14]3[N:21]([CH2:22][O:23][CH2:24][CH2:25][Si:26]([CH3:29])([CH3:28])[CH3:27])[C:20]([CH3:30])=[C:19]([C:31]([OH:33])=O)[C:15]=3[N:16]=[CH:17][N:18]=2)[CH2:3][CH2:2]1.[NH2:34][C@H:35]1[C@H:39]([OH:40])[CH2:38][N:37]([C:41]([O:43][C:44]([CH3:47])([CH3:46])[CH3:45])=[O:42])[CH2:36]1. (4) Given the product [NH2:8][C:7]1[C:2]([CH3:1])=[C:3]([NH:11][S:12]([CH3:15])(=[O:14])=[O:13])[CH:4]=[CH:5][CH:6]=1, predict the reactants needed to synthesize it. The reactants are: [CH3:1][C:2]1[C:7]([N+:8]([O-])=O)=[CH:6][CH:5]=[CH:4][C:3]=1[NH:11][S:12]([CH3:15])(=[O:14])=[O:13].[H][H]. (5) Given the product [CH3:43][O:42][C:39]1[CH:40]=[CH:41][C:36]([CH2:35][N:8]([CH2:7][C:6]2[CH:5]=[CH:4][C:3]([O:2][CH3:1])=[CH:45][CH:44]=2)[C:9]2[N:14]=[C:13]([CH3:15])[N:12]=[C:11]([C:16]3[CH:17]=[C:18]([C:32]([N:46]4[CH2:51][CH2:50][O:49][CH2:48][CH2:47]4)([CH3:33])[C:52]#[N:53])[CH:19]=[N:20][C:21]=3[NH:22][C:23]3[CH:24]=[N:25][C:26]([O:30][CH3:31])=[C:27]([F:29])[CH:28]=3)[N:10]=2)=[CH:37][CH:38]=1, predict the reactants needed to synthesize it. The reactants are: [CH3:1][O:2][C:3]1[CH:45]=[CH:44][C:6]([CH2:7][N:8]([CH2:35][C:36]2[CH:41]=[CH:40][C:39]([O:42][CH3:43])=[CH:38][CH:37]=2)[C:9]2[N:14]=[C:13]([CH3:15])[N:12]=[C:11]([C:16]3[CH:17]=[C:18]([C:32](=O)[CH3:33])[CH:19]=[N:20][C:21]=3[NH:22][C:23]3[CH:24]=[N:25][C:26]([O:30][CH3:31])=[C:27]([F:29])[CH:28]=3)[N:10]=2)=[CH:5][CH:4]=1.[NH:46]1[CH2:51][CH2:50][O:49][CH2:48][CH2:47]1.[C:52]([Al](CC)CC)#[N:53].C([O-])(O)=O.[Na+].